Dataset: Catalyst prediction with 721,799 reactions and 888 catalyst types from USPTO. Task: Predict which catalyst facilitates the given reaction. (1) Reactant: [F:1][C:2]1[CH:8]=[CH:7][CH:6]=[C:5]([F:9])[C:3]=1[NH2:4].CC1(C)[O:16][C:15](=O)[CH:14]=[C:13]([CH3:18])[O:12]1.O1CCCC1.C([O-])(=O)C.[Na+]. Product: [F:1][C:2]1[CH:8]=[CH:7][CH:6]=[C:5]([F:9])[C:3]=1[NH:4][C:15](=[O:16])[CH2:14][C:13](=[O:12])[CH3:18]. The catalyst class is: 6. (2) Reactant: [CH3:1][C:2]1([CH3:13])[CH2:7][CH:6]([C:8](Cl)=[O:9])[CH2:5][C:4]([CH3:12])([CH3:11])[O:3]1.C[Si]([CH:18]=[N+:19]=[N-:20])(C)C. Product: [N+:19](=[CH:18][C:8]([CH:6]1[CH2:7][C:2]([CH3:13])([CH3:1])[O:3][C:4]([CH3:12])([CH3:11])[CH2:5]1)=[O:9])=[N-:20]. The catalyst class is: 4.